From a dataset of Drug-target binding data from BindingDB using IC50 measurements. Regression. Given a target protein amino acid sequence and a drug SMILES string, predict the binding affinity score between them. We predict pIC50 (pIC50 = -log10(IC50 in M); higher means more potent). Dataset: bindingdb_ic50. The target protein (P11411) has sequence MVSEIKTLVTFFGGTGDLAKRKLYPSVFNLYKKGYLQKHFAIVGTARQALNDDEFKQLVRDSIKDFTDDQAQAEAFIEHFSYRAHDVTDAASYAVLKEAIEEAADKFDIDGNRIFYMSVAPRFFGTIAKYLKSEGLLADTGYNRLMIEKPFGTSYDTAAELQNDLENAFDDNQLFRIDHYLGKEMVQNIAALRFGNPIFDAAWNKDYIKNVQVTLSEVLGVEERAGYYDTAGALLDMIQNHTMQIVGWLAMEKPESFTDKDIRAAKNAAFNALKIYDEAEVNKYFVRAQYGAGDSADFKPYLEELDVPADSKNNTFIAGELQFDLPRWEGVPFYVRSGKRLAAKQTRVDIVFKAGTFNFGSEQEAQEAVLSIIIDPKGAIELKLNAKSVEDAFNTRTIDLGWTVSDEDKKNTPEPYERMIHDTMNGDGSNFADWNGVSIAWKFVDAISAVYTADKAPLETYKSGSMGPEASDKLLAANGDAWVFKG. The drug is CC(C)Cc1ccc(C(=O)Nc2cc(Cl)ccc2C(=O)O)cc1. The pIC50 is 4.6.